From a dataset of Full USPTO retrosynthesis dataset with 1.9M reactions from patents (1976-2016). Predict the reactants needed to synthesize the given product. (1) Given the product [CH2:1]([O:3][C:4]1[CH:12]=[CH:11][CH:10]=[CH:9][C:5]=1[C:6]([Cl:30])=[O:7])[CH3:2], predict the reactants needed to synthesize it. The reactants are: [CH2:1]([O:3][C:4]1[CH:12]=[CH:11][CH:10]=[C:9](CCCCCCCCCCCCCCC)[C:5]=1[C:6](O)=[O:7])[CH3:2].S(Cl)([Cl:30])=O.CN(C)C=O. (2) Given the product [Cl:1][C:2]1[CH:3]=[C:4]([NH:9][C:10]([N:12]2[CH2:13][CH2:14][N:15]([C:18]([CH:20]3[CH2:24][CH2:23][NH:22][CH2:21]3)=[O:19])[CH2:16][CH2:17]2)=[O:11])[CH:5]=[CH:6][C:7]=1[Cl:8], predict the reactants needed to synthesize it. The reactants are: [Cl:1][C:2]1[CH:3]=[C:4]([NH:9][C:10]([N:12]2[CH2:17][CH2:16][N:15]([C:18]([CH:20]3[CH2:24][CH2:23][N:22](C(OC(C)(C)C)=O)[CH2:21]3)=[O:19])[CH2:14][CH2:13]2)=[O:11])[CH:5]=[CH:6][C:7]=1[Cl:8].C(O)(C(F)(F)F)=O. (3) Given the product [CH:19]1([CH2:18][O:17][C:9]2[CH:8]=[C:7]([CH:2]([N:1]3[C:29](=[O:30])[C:28]4[C:27](=[CH:34][CH:33]=[CH:32][CH:31]=4)[C:26]3=[O:37])[CH2:3][C:4]([OH:6])=[O:5])[CH:12]=[CH:11][C:10]=2[O:13][CH:14]([F:16])[F:15])[CH2:21][CH2:20]1, predict the reactants needed to synthesize it. The reactants are: [NH2:1][CH:2]([C:7]1[CH:12]=[CH:11][C:10]([O:13][CH:14]([F:16])[F:15])=[C:9]([O:17][CH2:18][CH:19]2[CH2:21][CH2:20]2)[CH:8]=1)[CH2:3][C:4]([OH:6])=[O:5].C(ON1[C:29](=[O:30])[CH:28]2[C:31](=C=O)[CH:32]=[CH:33][CH:34]=[C:27]2[C:26]1=[O:37])C.C(=O)([O-])[O-].[Na+].[Na+].Cl.